This data is from Full USPTO retrosynthesis dataset with 1.9M reactions from patents (1976-2016). The task is: Predict the reactants needed to synthesize the given product. (1) Given the product [NH2:1][C:2]1[N:7]=[C:6]([N:8]2[C@H:13]([CH3:14])[CH2:12][CH2:11][C@H:10]([C:15]([NH:17][CH2:18][CH:19]3[CH2:24][CH2:23][CH2:22][CH2:21][CH2:20]3)=[O:16])[CH2:9]2)[CH:5]=[C:4]([C:25]2[CH:26]=[C:27]3[C:28]([C:31]([NH2:32])=[N:46][NH:47]3)=[CH:29][CH:30]=2)[N:3]=1, predict the reactants needed to synthesize it. The reactants are: [NH2:1][C:2]1[N:7]=[C:6]([N:8]2[C@H:13]([CH3:14])[CH2:12][CH2:11][C@H:10]([C:15]([NH:17][CH2:18][CH:19]3[CH2:24][CH2:23][CH2:22][CH2:21][CH2:20]3)=[O:16])[CH2:9]2)[CH:5]=[C:4]([C:25]2[CH:30]=[CH:29][C:28]([C:31]#[N:32])=[C:27](F)[CH:26]=2)[N:3]=1.CCO.CCN(C(C)C)C(C)C.[NH2:46][NH2:47]. (2) Given the product [NH2:15][C:16]1[CH:17]=[C:18]([CH:19]=[CH:20][CH:21]=1)[O:22][C:2]1[CH:7]=[CH:6][N:5]=[C:4]2[CH:8]=[C:9]([C:11]([O:13][CH3:14])=[O:12])[S:10][C:3]=12, predict the reactants needed to synthesize it. The reactants are: Cl[C:2]1[CH:7]=[CH:6][N:5]=[C:4]2[CH:8]=[C:9]([C:11]([O:13][CH3:14])=[O:12])[S:10][C:3]=12.[NH2:15][C:16]1[CH:17]=[C:18]([OH:22])[CH:19]=[CH:20][CH:21]=1.CCOC(C1C(=O)CCCC1)=O.C(=O)([O-])[O-].[Cs+].[Cs+].